Predict the product of the given reaction. From a dataset of Forward reaction prediction with 1.9M reactions from USPTO patents (1976-2016). (1) The product is: [Cl:27][C:28]1[CH:29]=[C:30]([NH:34][C:12]([C:10]2[N:11]=[C:7]([CH2:6][O:5][C:4]3[CH:15]=[CH:16][C:17]([CH2:18][CH2:19][CH2:20][CH2:21][N:22]4[CH:26]=[CH:25][N:24]=[N:23]4)=[C:2]([CH3:1])[CH:3]=3)[S:8][CH:9]=2)=[O:14])[CH:31]=[CH:32][CH:33]=1. Given the reactants [CH3:1][C:2]1[CH:3]=[C:4]([CH:15]=[CH:16][C:17]=1[CH2:18][CH2:19][CH2:20][CH2:21][N:22]1[CH:26]=[CH:25][N:24]=[N:23]1)[O:5][CH2:6][C:7]1[S:8][CH:9]=[C:10]([C:12]([OH:14])=O)[N:11]=1.[Cl:27][C:28]1[CH:29]=[C:30]([NH2:34])[CH:31]=[CH:32][CH:33]=1, predict the reaction product. (2) Given the reactants [CH:1]([C:3]1[CH:16]=[CH:15][C:6]([CH:7]=[C:8]2[S:12][C:11](=[O:13])[NH:10][C:9]2=[O:14])=[CH:5][CH:4]=1)=O.[N+:17]([C:20]1[CH:25]=[CH:24][C:23]([NH2:26])=[C:22]([NH2:27])[CH:21]=1)([O-:19])=[O:18], predict the reaction product. The product is: [O:13]=[C:11]1[NH:10][C:9](=[O:14])[C:8](=[CH:7][C:6]2[CH:15]=[CH:16][C:3]([C:1]3[NH:27][C:22]4[CH:21]=[C:20]([N+:17]([O-:19])=[O:18])[CH:25]=[CH:24][C:23]=4[N:26]=3)=[CH:4][CH:5]=2)[S:12]1. (3) Given the reactants [S:1]1(=[O:8])(=[O:7])[CH2:5][CH2:4][C:3](=O)[CH2:2]1.[NH:9]1[C:17]2[C:12](=[CH:13][C:14](/[CH:18]=[C:19](/[C:22](=O)[CH3:23])\[C:20]#[N:21])=[CH:15][CH:16]=2)[CH:11]=[N:10]1.C([O-])(=O)C.[NH4+:29], predict the reaction product. The product is: [NH:9]1[C:17]2[C:12](=[CH:13][C:14]([CH:18]3[C:19]([C:20]#[N:21])=[C:22]([CH3:23])[NH:29][C:3]4[CH2:4][CH2:5][S:1](=[O:8])(=[O:7])[C:2]3=4)=[CH:15][CH:16]=2)[CH:11]=[N:10]1. (4) Given the reactants FC(F)(F)S([O:6][S:7]([C:10]([F:13])([F:12])[F:11])(=[O:9])=[O:8])(=O)=O.[CH2:16]([O:18][C:19]1[CH:20]=[C:21]([CH:26]=[C:27]([C:30]([F:33])([F:32])[F:31])[C:28]=1O)[C:22]([O:24][CH3:25])=[O:23])[CH3:17], predict the reaction product. The product is: [CH2:16]([O:18][C:19]1[CH:20]=[C:21]([CH:26]=[C:27]([C:30]([F:31])([F:32])[F:33])[C:28]=1[O:6][S:7]([C:10]([F:11])([F:12])[F:13])(=[O:8])=[O:9])[C:22]([O:24][CH3:25])=[O:23])[CH3:17]. (5) The product is: [CH2:1]([O:3][C:4]([NH:6][C:7]([NH2:9])=[S:8])=[O:5])[CH3:2]. Given the reactants [CH2:1]([O:3][C:4]([N:6]=[C:7]=[S:8])=[O:5])[CH3:2].[NH3:9], predict the reaction product. (6) Given the reactants C(Cl)(=O)C(Cl)=O.CS(C)=O.[OH:11][CH2:12][CH2:13][CH:14]1[CH2:19][CH2:18][N:17]([C:20]([O:22][C:23]([CH3:26])([CH3:25])[CH3:24])=[O:21])[CH2:16][CH2:15]1, predict the reaction product. The product is: [C:23]([O:22][C:20]([N:17]1[CH2:18][CH2:19][CH:14]([CH2:13][CH:12]=[O:11])[CH2:15][CH2:16]1)=[O:21])([CH3:26])([CH3:25])[CH3:24]. (7) Given the reactants [CH2:1]([O:8][C@@H:9]1[C@@H:31](O)[C@@H:12]2[O:13][Si:14]([CH:28]([CH3:30])[CH3:29])([CH:25]([CH3:27])[CH3:26])[O:15][Si:16]([CH:22]([CH3:24])[CH3:23])([CH:19]([CH3:21])[CH3:20])[O:17][CH2:18][C@H:11]2[C:10]1=[CH2:33])[C:2]1[CH:7]=[CH:6][CH:5]=[CH:4][CH:3]=1.C(N(S(F)(F)[F:40])CC)C.C(Cl)(Cl)Cl, predict the reaction product. The product is: [CH2:1]([O:8][C@@H:9]1[C@@H:31]([F:40])[C@@H:12]2[O:13][Si:14]([CH:28]([CH3:30])[CH3:29])([CH:25]([CH3:27])[CH3:26])[O:15][Si:16]([CH:22]([CH3:24])[CH3:23])([CH:19]([CH3:21])[CH3:20])[O:17][CH2:18][C@H:11]2[C:10]1=[CH2:33])[C:2]1[CH:7]=[CH:6][CH:5]=[CH:4][CH:3]=1. (8) Given the reactants [Cl:1][C:2]1[CH:7]=[C:6]([O:8][C:9]2[CH:14]=[CH:13][C:12]([N:15]=[C:16]=[O:17])=[CH:11][CH:10]=2)[N:5]=[CH:4][N:3]=1.[CH3:18][N:19]1[CH2:24][CH2:23][N:22]([CH2:25][C:26]2[CH:32]=[CH:31][C:29]([NH2:30])=[CH:28][C:27]=2[C:33]([F:36])([F:35])[F:34])[CH2:21][CH2:20]1, predict the reaction product. The product is: [Cl:1][C:2]1[N:3]=[CH:4][N:5]=[C:6]([O:8][C:9]2[CH:10]=[CH:11][C:12]([NH:15][C:16]([NH:30][C:29]3[CH:31]=[CH:32][C:26]([CH2:25][N:22]4[CH2:21][CH2:20][N:19]([CH3:18])[CH2:24][CH2:23]4)=[C:27]([C:33]([F:36])([F:35])[F:34])[CH:28]=3)=[O:17])=[CH:13][CH:14]=2)[CH:7]=1. (9) Given the reactants [NH:1]1[C:11]2[C:6](=[CH:7][CH:8]=[CH:9][CH:10]=2)[C:4](=O)[C:2]1=[O:3].[CH:12]1([C:18]([NH:20][NH2:21])=[O:19])[CH2:17][CH2:16][CH2:15][CH2:14][CH2:13]1, predict the reaction product. The product is: [CH2:2]([N:1]1[C:11]2[C:6](=[CH:7][CH:8]=[CH:9][CH:10]=2)/[C:4](=[N:21]/[NH:20][C:18]([CH:12]2[CH2:17][CH2:16][CH2:15][CH2:14][CH2:13]2)=[O:19])/[C:2]1=[O:3])[CH2:4][CH2:6][CH2:7][CH2:8][CH3:9].